Dataset: Full USPTO retrosynthesis dataset with 1.9M reactions from patents (1976-2016). Task: Predict the reactants needed to synthesize the given product. (1) Given the product [CH3:11][O:10][C:8]1[CH:9]=[C:2]2[C:3]([CH:4]=[N:12][NH:13]2)=[CH:6][CH:7]=1, predict the reactants needed to synthesize it. The reactants are: F[C:2]1[CH:9]=[C:8]([O:10][CH3:11])[CH:7]=[CH:6][C:3]=1[CH:4]=O.[NH2:12][NH2:13]. (2) Given the product [F:1][C:2]1[CH:7]=[CH:6][C:5]([C:8]2[C:13](/[CH:14]=[CH:15]/[C@@H:16]([OH:28])[CH2:17][C@@H:18]([OH:27])[CH2:19][C:20]([O:22][C:23]([CH3:26])([CH3:25])[CH3:24])=[O:21])=[C:12]([CH:29]([CH3:31])[CH3:30])[N:11]=[C:10]([N:32]([CH3:37])[S:33]([CH3:36])(=[O:35])=[O:34])[N:9]=2)=[CH:4][CH:3]=1, predict the reactants needed to synthesize it. The reactants are: [F:1][C:2]1[CH:7]=[CH:6][C:5]([C:8]2[C:13](/[CH:14]=[CH:15]/[C@@H:16]([OH:28])[CH2:17][C:18](=[O:27])[CH2:19][C:20]([O:22][C:23]([CH3:26])([CH3:25])[CH3:24])=[O:21])=[C:12]([CH:29]([CH3:31])[CH3:30])[N:11]=[C:10]([N:32]([CH3:37])[S:33]([CH3:36])(=[O:35])=[O:34])[N:9]=2)=[CH:4][CH:3]=1.C(B(CC)OC)C.[BH4-].[Na+].C(O)(=O)C. (3) The reactants are: N1C=CC=CC=1.[CH3:7][O:8][C:9](=[O:27])[C@@H:10]([NH:19][C:20]([O:22][C:23]([CH3:26])([CH3:25])[CH3:24])=[O:21])[CH2:11][C:12]1[CH:17]=[CH:16][C:15]([OH:18])=[CH:14][CH:13]=1.[F:28][C:29]([F:42])([F:41])[S:30](O[S:30]([C:29]([F:42])([F:41])[F:28])(=[O:32])=[O:31])(=[O:32])=[O:31]. Given the product [CH3:7][O:8][C:9](=[O:27])[C@@H:10]([NH:19][C:20]([O:22][C:23]([CH3:24])([CH3:26])[CH3:25])=[O:21])[CH2:11][C:12]1[CH:17]=[CH:16][C:15]([O:18][S:30]([C:29]([F:42])([F:41])[F:28])(=[O:32])=[O:31])=[CH:14][CH:13]=1, predict the reactants needed to synthesize it. (4) Given the product [CH2:1]([C:5]1[O:6][C:7]2[CH:23]=[CH:22][CH:21]=[CH:20][C:8]=2[C:9]=1[CH2:10][CH2:11][C:12]1[CH:13]=[CH:14][C:15]([OH:18])=[CH:16][CH:17]=1)[CH2:2][CH2:3][CH3:4], predict the reactants needed to synthesize it. The reactants are: [CH2:1]([C:5]1[O:6][C:7]2[CH:23]=[CH:22][CH:21]=[CH:20][C:8]=2[C:9]=1[CH2:10][CH2:11][C:12]1[CH:17]=[CH:16][C:15]([O:18]C)=[CH:14][CH:13]=1)[CH2:2][CH2:3][CH3:4].B(Br)(Br)Br.